Predict which catalyst facilitates the given reaction. From a dataset of Catalyst prediction with 721,799 reactions and 888 catalyst types from USPTO. Reactant: [O:1]1[C:7]2[CH:8]=[CH:9][CH:10]=[CH:11][C:6]=2[O:5][CH2:4][CH:3]([OH:12])[CH2:2]1.CC(OI1(OC(C)=O)(OC(C)=O)OC(=O)C2C=CC=CC1=2)=O. Product: [O:1]1[C:7]2[CH:8]=[CH:9][CH:10]=[CH:11][C:6]=2[O:5][CH2:4][C:3](=[O:12])[CH2:2]1. The catalyst class is: 4.